From a dataset of TCR-epitope binding with 47,182 pairs between 192 epitopes and 23,139 TCRs. Binary Classification. Given a T-cell receptor sequence (or CDR3 region) and an epitope sequence, predict whether binding occurs between them. (1) The epitope is RQLLFVVEV. The TCR CDR3 sequence is CASSSDRERNQPQHF. Result: 1 (the TCR binds to the epitope). (2) The epitope is SGPLKAEIAQRLED. The TCR CDR3 sequence is CASSYSLFGAGGSGANVLTF. Result: 0 (the TCR does not bind to the epitope). (3) The epitope is RQLLFVVEV. The TCR CDR3 sequence is CSGQGGGELFF. Result: 1 (the TCR binds to the epitope). (4) The epitope is HTTDPSFLGRY. The TCR CDR3 sequence is CASSTFSGHAYNEQFF. Result: 0 (the TCR does not bind to the epitope). (5) The epitope is YLDAYNMMI. The TCR CDR3 sequence is CASSEGPVGELFF. Result: 1 (the TCR binds to the epitope).